Dataset: Forward reaction prediction with 1.9M reactions from USPTO patents (1976-2016). Task: Predict the product of the given reaction. (1) Given the reactants [CH2:1]([O:3][C:4]([C:6]1[N:7]=[C:8]([Br:24])[N:9]([CH:21]([CH3:23])[CH3:22])[C:10]=1[CH:11]([C:13]1[CH:18]=[CH:17][C:16]([Cl:19])=[CH:15][C:14]=1[CH3:20])O)=[O:5])[CH3:2].[Cl:25][C:26]1[C:27]([F:33])=[C:28]([CH:30]=[CH:31][CH:32]=1)[NH2:29], predict the reaction product. The product is: [CH2:1]([O:3][C:4]([C:6]1[N:7]=[C:8]([Br:24])[N:9]([CH:21]([CH3:23])[CH3:22])[C:10]=1[CH:11]([NH:29][C:28]1[CH:30]=[CH:31][CH:32]=[C:26]([Cl:25])[C:27]=1[F:33])[C:13]1[CH:18]=[CH:17][C:16]([Cl:19])=[CH:15][C:14]=1[CH3:20])=[O:5])[CH3:2]. (2) The product is: [Cl:12][C:4]1[C:5]([O:10][CH3:11])=[CH:6][C:7]([O:8][CH3:9])=[C:2]([Cl:1])[C:3]=1[C:13]1[C:14](=[O:41])[N:15]([CH2:25][CH2:26][CH2:27][N:28]2[CH2:29][CH2:30][NH:31][CH2:32][CH2:33]2)[C:16]2[C:21]([CH:22]=1)=[CH:20][N:19]=[C:18]([NH:23][CH3:24])[CH:17]=2. Given the reactants [Cl:1][C:2]1[C:7]([O:8][CH3:9])=[CH:6][C:5]([O:10][CH3:11])=[C:4]([Cl:12])[C:3]=1[C:13]1[C:14](=[O:41])[N:15]([CH2:25][CH2:26][CH2:27][N:28]2[CH2:33][CH2:32][N:31](C(OC(C)(C)C)=O)[CH2:30][CH2:29]2)[C:16]2[C:21]([CH:22]=1)=[CH:20][N:19]=[C:18]([NH:23][CH3:24])[CH:17]=2.Cl, predict the reaction product.